This data is from Full USPTO retrosynthesis dataset with 1.9M reactions from patents (1976-2016). The task is: Predict the reactants needed to synthesize the given product. (1) Given the product [N:40]1[C:41]2[C:46](=[N:45][CH:44]=[CH:43][CH:42]=2)[CH:47]=[CH:48][C:39]=1[CH2:38][O:21][C:18]1[CH:17]=[CH:16][C:15]([C:6]2[C:7]([C:9]3[CH:10]=[CH:11][N:12]=[CH:13][CH:14]=3)=[CH:8][N:4]([CH2:3][CH2:2][OH:1])[N:5]=2)=[CH:20][CH:19]=1, predict the reactants needed to synthesize it. The reactants are: [OH:1][CH2:2][CH2:3][N:4]1[CH:8]=[C:7]([C:9]2[CH:14]=[CH:13][N:12]=[CH:11][CH:10]=2)[C:6]([C:15]2[CH:20]=[CH:19][C:18]([OH:21])=[CH:17][CH:16]=2)=[N:5]1.CN(C=O)C.C[Si]([N-][Si](C)(C)C)(C)C.[Na+].Cl[CH2:38][C:39]1[CH:48]=[CH:47][C:46]2[C:41](=[CH:42][CH:43]=[CH:44][N:45]=2)[N:40]=1. (2) Given the product [C:11]([O:15][C:16]([N:18]1[C@@H:22]([C@H:23]([O:49][CH2:50][C:51]2[CH:52]=[CH:53][CH:54]=[CH:55][CH:56]=2)[C@@H:24]([N:34]([CH2:42][C:43]2[CH:44]=[CH:45][CH:46]=[CH:47][CH:48]=2)[CH2:35][C:36]2[CH:37]=[CH:38][CH:39]=[CH:40][CH:41]=2)[CH2:25][C:26]2[CH:27]=[C:28]([F:33])[CH:29]=[C:30]([O:10][CH2:3][C:4]3[CH:9]=[CH:8][CH:7]=[CH:6][CH:5]=3)[CH:31]=2)[CH2:21][O:20][C:19]1([CH3:58])[CH3:57])=[O:17])([CH3:14])([CH3:12])[CH3:13], predict the reactants needed to synthesize it. The reactants are: [H-].[Na+].[CH2:3]([OH:10])[C:4]1[CH:9]=[CH:8][CH:7]=[CH:6][CH:5]=1.[C:11]([O:15][C:16]([N:18]1[C@@H:22]([C@H:23]([O:49][CH2:50][C:51]2[CH:56]=[CH:55][CH:54]=[CH:53][CH:52]=2)[C@@H:24]([N:34]([CH2:42][C:43]2[CH:48]=[CH:47][CH:46]=[CH:45][CH:44]=2)[CH2:35][C:36]2[CH:41]=[CH:40][CH:39]=[CH:38][CH:37]=2)[CH2:25][C:26]2[CH:31]=[C:30](F)[CH:29]=[C:28]([F:33])[CH:27]=2)[CH2:21][O:20][C:19]1([CH3:58])[CH3:57])=[O:17])([CH3:14])([CH3:13])[CH3:12].[Cl-].[NH4+]. (3) Given the product [F:35][C:10]1[C:5]2[CH2:4][NH:3][C:2](=[O:1])[C:6]=2[C:7]([NH:26][C:27]2[CH:28]=[C:29]([CH3:33])[CH:30]=[CH:31][CH:32]=2)=[N:8][C:9]=1[NH:11][C@@H:12]1[CH2:17][CH2:16][CH2:15][CH2:14][C@@H:13]1[NH:18][C:19](=[O:25])[O:20][C:21]([CH3:24])([CH3:23])[CH3:22], predict the reactants needed to synthesize it. The reactants are: [O:1]=[C:2]1[C:6]2[C:7]([NH:26][C:27]3[CH:28]=[C:29]([CH3:33])[CH:30]=[CH:31][CH:32]=3)=[N:8][C:9]([NH:11][C@@H:12]3[CH2:17][CH2:16][CH2:15][CH2:14][C@@H:13]3[NH:18][C:19](=[O:25])[O:20][C:21]([CH3:24])([CH3:23])[CH3:22])=[CH:10][C:5]=2[CH2:4][NH:3]1.[B-](F)(F)(F)[F:35].[B-](F)(F)(F)F.C1[N+]2(CCl)CC[N+](F)(CC2)C1.